Dataset: Reaction yield outcomes from USPTO patents with 853,638 reactions. Task: Predict the reaction yield, written as a fraction of the theoretical maximum amount of product (1.0 means a 100% yield; for example, 0.34 means a 34% yield). (1) The catalyst is C(Cl)Cl.O1CCCC1. The yield is 0.250. The product is [OH:67][C@H:2]([CH2:3][OH:5])[CH2:56][CH2:57][NH:58][C:46]([CH:16]1[CH:15]([C:11]2[CH:12]=[CH:13][CH:14]=[C:9]([Cl:8])[C:10]=2[F:49])[C:19]([C:22]2[CH:27]=[CH:26][C:25]([Cl:28])=[CH:24][C:23]=2[F:29])([C:20]#[N:21])[CH:18]([CH2:30][C:31]([CH3:44])([CH3:45])[CH2:32][CH2:33][O:34][CH2:35][CH2:36][OH:37])[NH:17]1)=[O:47]. The reactants are F[C:2](F)(F)[C:3]([OH:5])=O.[Cl:8][C:9]1[C:10]([F:49])=[C:11]([CH:15]2[C:19]([C:22]3[CH:27]=[CH:26][C:25]([Cl:28])=[CH:24][C:23]=3[F:29])([C:20]#[N:21])[CH:18]([CH2:30][C:31]([CH3:45])([CH3:44])[CH2:32][CH2:33][O:34][CH2:35][CH2:36][O:37]C(=O)C(F)(F)F)[NH:17][CH:16]2[C:46](O)=[O:47])[CH:12]=[CH:13][CH:14]=1.CC1(C)O[C@@H]([CH2:56][CH2:57][NH2:58])CO1.CN(C([O:67]N1N=NC2C=CC=NC1=2)=[N+](C)C)C.F[P-](F)(F)(F)(F)F.CCN(C(C)C)C(C)C.C([O-])([O-])=O.[K+].[K+].Cl. (2) The reactants are [F:1][C:2]1[CH:7]=[CH:6][C:5]([N:8]2[CH2:17][CH2:16][C:15]3[C:10](=[CH:11][CH:12]=[C:13]([O:18][CH2:19][C:20]4[CH:25]=[CH:24][CH:23]=[CH:22][CH:21]=4)[CH:14]=3)[CH:9]2[CH2:26][C:27]2[CH:32]=[CH:31][C:30]([N+:33]([O-])=O)=[CH:29][CH:28]=2)=[CH:4][CH:3]=1.Cl[Sn]Cl.O. The catalyst is CN(C=O)C. The product is [F:1][C:2]1[CH:7]=[CH:6][C:5]([N:8]2[CH2:17][CH2:16][C:15]3[C:10](=[CH:11][CH:12]=[C:13]([O:18][CH2:19][C:20]4[CH:25]=[CH:24][CH:23]=[CH:22][CH:21]=4)[CH:14]=3)[CH:9]2[CH2:26][C:27]2[CH:28]=[CH:29][C:30]([NH2:33])=[CH:31][CH:32]=2)=[CH:4][CH:3]=1. The yield is 1.00. (3) The reactants are Cl[C:2]1[C:3](=[O:22])[NH:4][N:5]=[C:6]([O:19][CH2:20][CH3:21])[C:7]=1[NH:8][C@@H:9]1[CH2:14][C@@H:13]2[CH2:15][C@@H:11]([C:12]2([CH3:17])[CH3:16])[C@H:10]1[CH3:18].[H][H]. The catalyst is CO.[C].[Pd]. The product is [CH2:20]([O:19][C:6]1[C:7]([NH:8][C@@H:9]2[CH2:14][C@@H:13]3[CH2:15][C@@H:11]([C:12]3([CH3:16])[CH3:17])[C@H:10]2[CH3:18])=[CH:2][C:3](=[O:22])[NH:4][N:5]=1)[CH3:21]. The yield is 0.940. (4) The reactants are Br[CH2:2][CH2:3][CH2:4][CH2:5]Br.[C:7]([O:14][C:15]([CH3:18])([CH3:17])[CH3:16])(=[O:13])[CH2:8][C:9]([O:11][CH3:12])=[O:10].C(=O)([O-])[O-].[Cs+].[Cs+].F[B-](F)(F)F.C(N1C=C[N+](C)=C1)CCC. The catalyst is C(#N)C.C(OCC)C. The product is [C:8]1([C:9]([O:11][CH3:12])=[O:10])([C:7]([O:14][C:15]([CH3:18])([CH3:17])[CH3:16])=[O:13])[CH2:5][CH2:4][CH2:3][CH2:2]1. The yield is 0.750.